This data is from TCR-epitope binding with 47,182 pairs between 192 epitopes and 23,139 TCRs. The task is: Binary Classification. Given a T-cell receptor sequence (or CDR3 region) and an epitope sequence, predict whether binding occurs between them. The epitope is KLSYGIATV. The TCR CDR3 sequence is CASSQDDRLAGELFF. Result: 1 (the TCR binds to the epitope).